From a dataset of Reaction yield outcomes from USPTO patents with 853,638 reactions. Predict the reaction yield, written as a fraction of the theoretical maximum amount of product (1.0 means a 100% yield; for example, 0.34 means a 34% yield). (1) The reactants are [CH3:1][CH:2]([CH3:31])[C@H:3]([NH:23]C(OC(C)(C)C)=O)[CH2:4][NH:5][C:6](=[O:22])[C@@H:7]([NH:11][C:12]([O:14][CH2:15][C:16]1[CH:21]=[CH:20][CH:19]=[CH:18][CH:17]=1)=[O:13])[CH:8]([CH3:10])[CH3:9].C(OC(=O)C)C.Cl. The catalyst is C(OCC)(=O)C. The product is [NH2:23][C@@H:3]([CH:2]([CH3:31])[CH3:1])[CH2:4][NH:5][C:6](=[O:22])[C@@H:7]([NH:11][C:12]([O:14][CH2:15][C:16]1[CH:17]=[CH:18][CH:19]=[CH:20][CH:21]=1)=[O:13])[CH:8]([CH3:10])[CH3:9]. The yield is 0.900. (2) The reactants are [O:1]1[CH:5]=[CH:4][N:3]=[C:2]1[C:6]1[C:11]([C:12]2[CH:17]=[CH:16][N:15]=[CH:14][CH:13]=2)=[CH:10][C:9]([NH2:18])=[C:8]([NH2:19])[N:7]=1.[CH2:20](OC(OCC)OCC)C.[OH-].[Na+].C(OCC)(=O)C. The catalyst is C(O)(=O)C. The product is [O:1]1[CH:5]=[CH:4][N:3]=[C:2]1[C:6]1[N:7]=[C:8]2[NH:19][CH:20]=[N:18][C:9]2=[CH:10][C:11]=1[C:12]1[CH:17]=[CH:16][N:15]=[CH:14][CH:13]=1. The yield is 0.490. (3) The reactants are C([O-])([O-])=O.[K+].[K+].C([O:10][C@@H:11]1[CH2:15][N:14]([C:16]([O:18][C:19]([CH3:22])([CH3:21])[CH3:20])=[O:17])[C@@H:13]([C@H:23]2[O:27][C:26](=[O:28])[NH:25][C@H:24]2[CH2:29][C:30]2[CH:35]=[CH:34][CH:33]=[CH:32][CH:31]=2)[CH2:12]1)(=O)C. The catalyst is CO. The product is [CH2:29]([C@H:24]1[C@@H:23]([C@H:13]2[CH2:12][C@H:11]([OH:10])[CH2:15][N:14]2[C:16]([O:18][C:19]([CH3:21])([CH3:20])[CH3:22])=[O:17])[O:27][C:26](=[O:28])[NH:25]1)[C:30]1[CH:35]=[CH:34][CH:33]=[CH:32][CH:31]=1. The yield is 0.870. (4) The reactants are [NH2:1][C@H:2]([C:10]([OH:12])=[O:11])[CH2:3][C:4]1[CH:9]=[CH:8][CH:7]=[CH:6][CH:5]=1.[OH-].[Na+]. The catalyst is C(OC(C)(C)C)(=O)C.O. The product is [CH3:3][C:4]([O:11][C:10](=[O:12])[C@H:2]([CH2:3][C:4]1[CH:9]=[CH:8][CH:7]=[CH:6][CH:5]=1)[NH2:1])([CH3:9])[CH3:5]. The yield is 0.640. (5) The reactants are [N:1]1([C:10]([O:12][C:13]([CH3:16])([CH3:15])[CH3:14])=[O:11])[CH2:5]C=C[C@H:2]1[C:6](OC)=[O:7].[CH3:17][N+]1([O-])CCOCC1.[H-].[H-].[H-].[H-].[Li+].[Al+3].[O:31]1[CH2:36][CH2:35][O:34][CH2:33][CH2:32]1.O. The catalyst is O.O=[Os](=O)(=O)=O. The product is [OH:7][CH2:6][C@H:2]1[N:1]([C:10]([O:12][C:13]([CH3:16])([CH3:15])[CH3:14])=[O:11])[CH2:5][C@@H:36]2[O:31][C:33]([CH3:32])([CH3:17])[O:34][C@H:35]12. The yield is 0.450. (6) The reactants are [C:1]([S:20][CH2:21][CH2:22][O:23][CH2:24][CH2:25][O:26][CH2:27][CH2:28][O:29][CH2:30][CH2:31]OS(C)(=O)=O)([C:14]1[CH:19]=[CH:18][CH:17]=[CH:16][CH:15]=1)([C:8]1[CH:13]=[CH:12][CH:11]=[CH:10][CH:9]=1)[C:2]1[CH:7]=[CH:6][CH:5]=[CH:4][CH:3]=1.[F-:37].C([N+](CCCC)(CCCC)CCCC)CCC. No catalyst specified. The product is [F:37][CH2:31][CH2:30][O:29][CH2:28][CH2:27][O:26][CH2:25][CH2:24][O:23][CH2:22][CH2:21][S:20][C:1]([C:14]1[CH:19]=[CH:18][CH:17]=[CH:16][CH:15]=1)([C:8]1[CH:13]=[CH:12][CH:11]=[CH:10][CH:9]=1)[C:2]1[CH:7]=[CH:6][CH:5]=[CH:4][CH:3]=1. The yield is 0.710. (7) The reactants are [CH2:1]1[CH2:8][CH2:7][CH2:6][CH2:5][CH2:4][CH2:3][CH2:2]1.[OH:9]N1[C:20](=[O:21])[C:19]2[C:14](=[CH:15][CH:16]=[CH:17][CH:18]=2)S1(=O)=O.[C:22]([OH:25])(=O)[CH3:23]. No catalyst specified. The product is [C:1]1(=[O:9])[CH2:8][CH2:7][CH2:6][CH2:5][CH2:4][CH2:3][CH2:2]1.[CH:20]1([OH:21])[CH2:19][CH2:14][CH2:15][CH2:16][CH2:17][CH2:18][CH2:22]1.[C:22]1(=[O:25])[CH2:23][CH2:6][CH2:5][CH2:4][C:3](=[O:9])[CH2:2][CH2:1]1. The yield is 0.0950.